Dataset: Forward reaction prediction with 1.9M reactions from USPTO patents (1976-2016). Task: Predict the product of the given reaction. Given the reactants C(OC([NH:8][C@H:9]([C@@H:13]([OH:18])[C:14]([CH3:17])([CH3:16])[CH3:15])[C:10]([O-:12])=[O:11])=O)(C)(C)C, predict the reaction product. The product is: [NH2:8][C@H:9]([C@@H:13]([OH:18])[C:14]([CH3:16])([CH3:15])[CH3:17])[C:10]([OH:12])=[O:11].